Task: Regression. Given two drug SMILES strings and cell line genomic features, predict the synergy score measuring deviation from expected non-interaction effect.. Dataset: Merck oncology drug combination screen with 23,052 pairs across 39 cell lines (1) Drug 1: O=S1(=O)NC2(CN1CC(F)(F)F)C1CCC2Cc2cc(C=CCN3CCC(C(F)(F)F)CC3)ccc2C1. Drug 2: CC(=O)OC1C(=O)C2(C)C(O)CC3OCC3(OC(C)=O)C2C(OC(=O)c2ccccc2)C2(O)CC(OC(=O)C(O)C(NC(=O)c3ccccc3)c3ccccc3)C(C)=C1C2(C)C. Cell line: NCIH520. Synergy scores: synergy=14.3. (2) Drug 1: Nc1ccn(C2OC(CO)C(O)C2(F)F)c(=O)n1. Drug 2: C=CCn1c(=O)c2cnc(Nc3ccc(N4CCN(C)CC4)cc3)nc2n1-c1cccc(C(C)(C)O)n1. Cell line: DLD1. Synergy scores: synergy=21.2. (3) Drug 1: O=S1(=O)NC2(CN1CC(F)(F)F)C1CCC2Cc2cc(C=CCN3CCC(C(F)(F)F)CC3)ccc2C1. Drug 2: Nc1ccn(C2OC(CO)C(O)C2(F)F)c(=O)n1. Cell line: HT144. Synergy scores: synergy=7.65. (4) Drug 1: Cn1nnc2c(C(N)=O)ncn2c1=O. Drug 2: COC1=C2CC(C)CC(OC)C(O)C(C)C=C(C)C(OC(N)=O)C(OC)C=CC=C(C)C(=O)NC(=CC1=O)C2=O. Cell line: NCIH1650. Synergy scores: synergy=-32.4. (5) Drug 1: CC(=O)OC1C(=O)C2(C)C(O)CC3OCC3(OC(C)=O)C2C(OC(=O)c2ccccc2)C2(O)CC(OC(=O)C(O)C(NC(=O)c3ccccc3)c3ccccc3)C(C)=C1C2(C)C. Drug 2: CC(C)CC(NC(=O)C(Cc1ccccc1)NC(=O)c1cnccn1)B(O)O. Cell line: MDAMB436. Synergy scores: synergy=-7.71. (6) Drug 1: O=S1(=O)NC2(CN1CC(F)(F)F)C1CCC2Cc2cc(C=CCN3CCC(C(F)(F)F)CC3)ccc2C1. Drug 2: CCC1(O)CC2CN(CCc3c([nH]c4ccccc34)C(C(=O)OC)(c3cc4c(cc3OC)N(C)C3C(O)(C(=O)OC)C(OC(C)=O)C5(CC)C=CCN6CCC43C65)C2)C1. Cell line: LOVO. Synergy scores: synergy=26.7. (7) Drug 1: CCC1(O)C(=O)OCc2c1cc1n(c2=O)Cc2cc3c(CN(C)C)c(O)ccc3nc2-1. Drug 2: Cn1c(=O)n(-c2ccc(C(C)(C)C#N)cc2)c2c3cc(-c4cnc5ccccc5c4)ccc3ncc21. Cell line: MSTO. Synergy scores: synergy=15.7. (8) Drug 1: COc1cc(C2c3cc4c(cc3C(OC3OC5COC(C)OC5C(O)C3O)C3COC(=O)C23)OCO4)cc(OC)c1O. Drug 2: COC1CC2CCC(C)C(O)(O2)C(=O)C(=O)N2CCCCC2C(=O)OC(C(C)CC2CCC(OP(C)(C)=O)C(OC)C2)CC(=O)C(C)C=C(C)C(O)C(OC)C(=O)C(C)CC(C)C=CC=CC=C1C. Cell line: OVCAR3. Synergy scores: synergy=8.31. (9) Drug 1: O=C(CCCCCCC(=O)Nc1ccccc1)NO. Drug 2: NC1CCCCC1N.O=C(O)C(=O)O.[Pt+2]. Cell line: EFM192B. Synergy scores: synergy=-4.48. (10) Drug 2: Cn1c(=O)n(-c2ccc(C(C)(C)C#N)cc2)c2c3cc(-c4cnc5ccccc5c4)ccc3ncc21. Synergy scores: synergy=20.4. Drug 1: Nc1ccn(C2OC(CO)C(O)C2(F)F)c(=O)n1. Cell line: UWB1289BRCA1.